This data is from Forward reaction prediction with 1.9M reactions from USPTO patents (1976-2016). The task is: Predict the product of the given reaction. Given the reactants [Cl:1][C:2]1[CH:7]=[C:6]([NH2:8])[CH:5]=[CH:4][N:3]=1.ClC1(N)C=CN=CC1.[Br:17]N1C(=O)CCC1=O, predict the reaction product. The product is: [Br:17][C:7]1[C:2]([Cl:1])=[N:3][CH:4]=[CH:5][C:6]=1[NH2:8].[Br:17][C:5]1[C:6]([NH2:8])=[CH:7][C:2]([Cl:1])=[N:3][CH:4]=1.